From a dataset of Forward reaction prediction with 1.9M reactions from USPTO patents (1976-2016). Predict the product of the given reaction. (1) Given the reactants [C:1]([C:3]1[CH:4]=[N:5][C:6]2[C:11]([C:12]=1[NH:13][C:14]1[CH:19]=[CH:18][CH:17]=[C:16]3[O:20][CH2:21][O:22][C:15]=13)=[CH:10][C:9]([O:23][CH3:24])=[C:8]([O:25][CH2:26][C@@H:27]1[O:29][CH2:28]1)[CH:7]=2)#[N:2].[C:30]([N:33]1[CH2:38][CH2:37][NH:36][CH2:35][CH2:34]1)(=[O:32])[CH3:31], predict the reaction product. The product is: [C:30]([N:33]1[CH2:38][CH2:37][N:36]([CH2:28][C@@H:27]([OH:29])[CH2:26][O:25][C:8]2[CH:7]=[C:6]3[C:11]([C:12]([NH:13][C:14]4[CH:19]=[CH:18][CH:17]=[C:16]5[O:20][CH2:21][O:22][C:15]=45)=[C:3]([C:1]#[N:2])[CH:4]=[N:5]3)=[CH:10][C:9]=2[O:23][CH3:24])[CH2:35][CH2:34]1)(=[O:32])[CH3:31]. (2) The product is: [CH:23]1([NH:29][C:20]([C:14]2([C:11]3[CH:10]=[CH:9][C:8]([S:5](/[CH:4]=[CH:3]/[C:1]#[N:2])(=[O:7])=[O:6])=[CH:13][CH:12]=3)[CH2:19][CH2:18][O:17][CH2:16][CH2:15]2)=[O:21])[CH2:28][CH2:27][CH2:26][CH2:25][CH2:24]1. Given the reactants [C:1](/[CH:3]=[CH:4]/[S:5]([C:8]1[CH:13]=[CH:12][C:11]([C:14]2([C:20](O)=[O:21])[CH2:19][CH2:18][O:17][CH2:16][CH2:15]2)=[CH:10][CH:9]=1)(=[O:7])=[O:6])#[N:2].[CH:23]1([NH2:29])[CH2:28][CH2:27][CH2:26][CH2:25][CH2:24]1.ON1C2C=CC=CC=2N=N1.Cl.CN(C)CCCN=C=NCC, predict the reaction product. (3) Given the reactants [BH4-].[Na+].[F:3][C:4]1[CH:5]=[C:6]([NH:16][C:17]([C:19]2[CH:24]=[CH:23][CH:22]=[CH:21][N:20]=2)=[O:18])[CH:7]=[CH:8][C:9]=1[C:10](=[O:15])[CH2:11][C:12]([CH3:14])=[CH2:13].[Cl-].[NH4+], predict the reaction product. The product is: [F:3][C:4]1[CH:5]=[C:6]([NH:16][C:17]([C:19]2[CH:24]=[CH:23][CH:22]=[CH:21][N:20]=2)=[O:18])[CH:7]=[CH:8][C:9]=1[CH:10]([OH:15])[CH2:11][C:12]([CH3:14])=[CH2:13]. (4) Given the reactants [CH2:1]([O:3][C:4](=[O:13])[C:5]1[CH:10]=[CH:9][CH:8]=[C:7]([F:11])[C:6]=1F)[CH3:2].[S-2:14].[Na+].[Na+], predict the reaction product. The product is: [CH2:1]([O:3][C:4](=[O:13])[C:5]1[CH:10]=[CH:9][CH:8]=[C:7]([F:11])[C:6]=1[SH:14])[CH3:2]. (5) Given the reactants [Cl:1][C:2]1[CH:3]=[C:4]([NH:17][C:18]2[C:27]3[C:22](=[CH:23][CH:24]=[C:25](I)[CH:26]=3)[N:21]=[CH:20][N:19]=2)[CH:5]=[CH:6][C:7]=1[O:8][CH2:9][C:10]1[CH:15]=[CH:14][CH:13]=[C:12]([F:16])[CH:11]=1.[CH:29]([C:31]1[O:32][C:33](B(O)O)=[CH:34][CH:35]=1)=[O:30].COCCOC.CO, predict the reaction product. The product is: [Cl:1][C:2]1[CH:3]=[C:4]([CH:5]=[CH:6][C:7]=1[O:8][CH2:9][C:10]1[CH:15]=[CH:14][CH:13]=[C:12]([F:16])[CH:11]=1)[NH:17][C:18]1[C:27]2[C:22](=[CH:23][CH:24]=[C:25]([C:33]3[O:32][C:31]([CH:29]=[O:30])=[CH:35][CH:34]=3)[CH:26]=2)[N:21]=[CH:20][N:19]=1. (6) Given the reactants [Br:1][C:2]1[CH:9]=[CH:8][C:5]([C:6]#[N:7])=[CH:4][CH:3]=1.[ClH:10].[CH2:11]([OH:13])[CH3:12], predict the reaction product. The product is: [CH2:11]([O:13][C:6](=[NH:7])[C:5]1[CH:8]=[CH:9][C:2]([Br:1])=[CH:3][CH:4]=1)[CH3:12].[ClH:10]. (7) Given the reactants C1(C)C=CC(S(Cl)(=O)=O)=CC=1.[Br:12][C:13]1[CH:22]=[C:21]2[C:16]([C:17]3[N:26]4[CH2:27][CH2:28][CH2:29][N:30]([C:31]([O:33][C:34]([CH3:37])([CH3:36])[CH3:35])=[O:32])[C:25]4=[N:24][C:18]=3[CH:19]=[N+:20]2[O-])=[CH:15][CH:14]=1.[OH-].[NH4+:39], predict the reaction product. The product is: [NH2:39][C:19]1[C:18]2[N:24]=[C:25]3[N:30]([C:31]([O:33][C:34]([CH3:37])([CH3:36])[CH3:35])=[O:32])[CH2:29][CH2:28][CH2:27][N:26]3[C:17]=2[C:16]2[C:21](=[CH:22][C:13]([Br:12])=[CH:14][CH:15]=2)[N:20]=1. (8) Given the reactants [F:1][C:2]1[C:3]([I:11])=[C:4]2[CH:10]=[CH:9][NH:8][C:5]2=[N:6][CH:7]=1.[H-].[Na+].[CH3:14][Si:15]([CH3:22])([CH3:21])[CH2:16][CH2:17][O:18][CH2:19]Cl, predict the reaction product. The product is: [F:1][C:2]1[C:3]([I:11])=[C:4]2[CH:10]=[CH:9][N:8]([CH2:19][O:18][CH2:17][CH2:16][Si:15]([CH3:22])([CH3:21])[CH3:14])[C:5]2=[N:6][CH:7]=1. (9) Given the reactants C([O:3][C:4]([CH2:6][CH:7]1[O:11][B:10]([OH:12])[C:9]2[CH:13]=[C:14]([O:18][C:19]3[N:20]=[CH:21][C:22](C(O)=O)=[N:23][CH:24]=3)[CH:15]=[C:16]([CH3:17])[C:8]1=2)=[O:5])C.C1(P(N=[N+]=[N-])(C2C=CC=CC=2)=[O:35])C=CC=CC=1.C([N:47]([CH2:50]C)CC)C.[CH3:52][C:53]([OH:56])([CH3:55])[CH3:54], predict the reaction product. The product is: [C:53]([O:56][C:50]([NH:47][C:22]1[N:23]=[CH:24][C:19]([O:18][C:14]2[CH:15]=[C:16]([CH3:17])[C:8]3[CH:7]([CH2:6][C:4]([OH:3])=[O:5])[O:11][B:10]([OH:12])[C:9]=3[CH:13]=2)=[N:20][CH:21]=1)=[O:35])([CH3:55])([CH3:54])[CH3:52].